From a dataset of Forward reaction prediction with 1.9M reactions from USPTO patents (1976-2016). Predict the product of the given reaction. (1) Given the reactants FC(F)(F)C([O-])=O.[OH:8][CH2:9][CH2:10]/[CH:11]=[CH:12]/[C:13]#[C:14][C:15]1[CH:32]=[CH:31][C:18]([C:19]([NH:21][C@H:22]([C:27](OC)=[O:28])[C:23]([CH3:26])([NH3+:25])[CH3:24])=[O:20])=[CH:17][CH:16]=1.[NH2:33][OH:34], predict the reaction product. The product is: [NH2:25][C:23]([CH3:26])([CH3:24])[C@H:22]([NH:21][C:19](=[O:20])[C:18]1[CH:31]=[CH:32][C:15]([C:14]#[C:13]/[CH:12]=[CH:11]/[CH2:10][CH2:9][OH:8])=[CH:16][CH:17]=1)[C:27]([NH:33][OH:34])=[O:28]. (2) Given the reactants C([N:8]1[CH2:14][CH:13]([CH2:15][O:16][C:17]2[CH:22]=[CH:21][C:20]([F:23])=[C:19]([CH3:24])[CH:18]=2)[CH2:12][O:11][CH2:10][CH:9]1[CH3:25])C1C=CC=CC=1, predict the reaction product. The product is: [F:23][C:20]1[CH:21]=[CH:22][C:17]([O:16][CH2:15][CH:13]2[CH2:12][O:11][CH2:10][CH:9]([CH3:25])[NH:8][CH2:14]2)=[CH:18][C:19]=1[CH3:24]. (3) Given the reactants [NH2:1][CH:2]([C:11]1[C:16]([O:17][CH3:18])=[CH:15][CH:14]=[CH:13][C:12]=1[O:19][CH3:20])[CH2:3][CH:4]([CH3:10])[C:5]([O:7]CC)=O.[F:21][C:22]1[C:29]([C:30]2[CH:35]=[CH:34][CH:33]=[CH:32][N:31]=2)=[CH:28][CH:27]=[CH:26][C:23]=1[CH:24]=O, predict the reaction product. The product is: [CH3:18][O:17][C:16]1[CH:15]=[CH:14][CH:13]=[C:12]([O:19][CH3:20])[C:11]=1[CH:2]1[N:1]([CH2:24][C:23]2[CH:26]=[CH:27][CH:28]=[C:29]([C:30]3[CH:35]=[CH:34][CH:33]=[CH:32][N:31]=3)[C:22]=2[F:21])[C:5](=[O:7])[CH:4]([CH3:10])[CH2:3]1. (4) Given the reactants CN(C=O)C.O=P(Cl)(Cl)[Cl:8].[OH:11][C:12]1[CH:17]=[C:16](O)[N:15]=[CH:14][N:13]=1.CC(C)=O.[CH2:23]([Cl:25])Cl, predict the reaction product. The product is: [Cl:8][C:16]1[C:17]([CH:12]=[O:11])=[C:23]([Cl:25])[N:13]=[CH:14][N:15]=1. (5) Given the reactants [CH3:1][C:2]1[CH:9]=[CH:8][C:7]([N:10]2[N:14]=[CH:13][CH:12]=[N:11]2)=[CH:6][C:3]=1[CH:4]=[O:5].[BH4-].[Na+], predict the reaction product. The product is: [CH3:1][C:2]1[CH:9]=[CH:8][C:7]([N:10]2[N:14]=[CH:13][CH:12]=[N:11]2)=[CH:6][C:3]=1[CH2:4][OH:5]. (6) Given the reactants [C:1]([O:5][C:6]([NH:8][C@@H:9]([CH2:13][CH:14]=[CH2:15])[C:10]([OH:12])=[O:11])=[O:7])([CH3:4])([CH3:3])[CH3:2].[C:16](OC(O[C:16]([CH3:19])([CH3:18])[CH3:17])N(C)C)([CH3:19])([CH3:18])[CH3:17], predict the reaction product. The product is: [C:16]([O:11][C:10](=[O:12])[C@@H:9]([NH:8][C:6]([O:5][C:1]([CH3:4])([CH3:3])[CH3:2])=[O:7])[CH2:13][CH:14]=[CH2:15])([CH3:19])([CH3:18])[CH3:17]. (7) Given the reactants C(OC(=O)[NH:7][CH2:8][CH2:9][CH2:10][C@@H:11]1[NH:29][C:28](=[O:30])[C@@H:27]([NH:31]C(OC(C)(C)C)=O)[CH2:26][C:25]2[CH:39]=[C:21]([CH:22]=[CH:23][C:24]=2[OH:40])[C:20]2=[CH:41][C:16](=[C:17]([OH:42])[CH:18]=[CH:19]2)[CH2:15][C@@H:14]([C:43]([NH:45][CH2:46][CH2:47][CH2:48][NH:49]C(OC(C)(C)C)=O)=[O:44])[NH:13][C:12]1=[O:57])(C)(C)C.[ClH:59].O1CCOCC1, predict the reaction product. The product is: [ClH:59].[ClH:59].[ClH:59].[NH2:31][C@H:27]1[CH2:26][C:25]2[CH:39]=[C:21]([CH:22]=[CH:23][C:24]=2[OH:40])[C:20]2=[CH:41][C:16](=[C:17]([OH:42])[CH:18]=[CH:19]2)[CH2:15][C@@H:14]([C:43]([NH:45][CH2:46][CH2:47][CH2:48][NH2:49])=[O:44])[NH:13][C:12](=[O:57])[C@H:11]([CH2:10][CH2:9][CH2:8][NH2:7])[NH:29][C:28]1=[O:30]. (8) Given the reactants [F:1][C:2]1[CH:3]=[C:4]([C@H:9]2[N:14]([CH2:15][C:16]([O:18]CC)=[O:17])[C:13](=[O:21])[C:12]([CH3:23])([CH3:22])[C:11](=[O:24])[CH2:10]2)[CH:5]=[C:6]([F:8])[CH:7]=1.Cl, predict the reaction product. The product is: [F:1][C:2]1[CH:3]=[C:4]([C@H:9]2[N:14]([CH2:15][C:16]([OH:18])=[O:17])[C:13](=[O:21])[C:12]([CH3:22])([CH3:23])[C:11](=[O:24])[CH2:10]2)[CH:5]=[C:6]([F:8])[CH:7]=1. (9) Given the reactants [NH:1]1[C:9]2[C:4](=[CH:5][CH:6]=[C:7]([C:10]3[CH:35]=[CH:34][C:13]4[N:14]=[C:15]([C:17]5[N:21](COCC[Si](C)(C)C)[C:20]6[CH:30]=[CH:31][CH:32]=[CH:33][C:19]=6[N:18]=5)[O:16][C:12]=4[CH:11]=3)[CH:8]=2)[CH:3]=[N:2]1.[H-].[Na+].[CH2:38]([S:40](Cl)(=[O:42])=[O:41])[CH3:39], predict the reaction product. The product is: [CH2:38]([S:40]([N:1]1[C:9]2[C:4](=[CH:5][CH:6]=[C:7]([C:10]3[CH:35]=[CH:34][C:13]4[N:14]=[C:15]([C:17]5[NH:21][C:20]6[CH:30]=[CH:31][CH:32]=[CH:33][C:19]=6[N:18]=5)[O:16][C:12]=4[CH:11]=3)[CH:8]=2)[CH:3]=[N:2]1)(=[O:42])=[O:41])[CH3:39].